Dataset: Peptide-MHC class I binding affinity with 185,985 pairs from IEDB/IMGT. Task: Regression. Given a peptide amino acid sequence and an MHC pseudo amino acid sequence, predict their binding affinity value. This is MHC class I binding data. The peptide sequence is RMVLAFITFL. The MHC is HLA-A02:01 with pseudo-sequence HLA-A02:01. The binding affinity (normalized) is 0.891.